Dataset: Catalyst prediction with 721,799 reactions and 888 catalyst types from USPTO. Task: Predict which catalyst facilitates the given reaction. (1) Reactant: [CH3:1][O:2][C:3]1[CH:4]=[C:5]2[C:9](=[CH:10][CH:11]=1)[C:8]([CH3:16])([C:12]([F:15])([F:14])[F:13])[O:7][CH2:6]2.[CH3:17][O:18]C(Cl)Cl. Product: [CH3:16][C:8]1([C:12]([F:15])([F:13])[F:14])[C:9]2[C:5](=[CH:4][C:3]([O:2][CH3:1])=[C:11]([CH:17]=[O:18])[CH:10]=2)[CH2:6][O:7]1. The catalyst class is: 528. (2) Reactant: [NH2:1][C:2]1[CH:7]=[C:6]([N:8]2[CH2:13][CH2:12][O:11][CH2:10][CH2:9]2)[N:5]=[CH:4][C:3]=1[C:14]1[CH:15]=[C:16]([CH:19]=[CH:20][CH:21]=1)[C:17]#[N:18].Cl[C:23]1[C:32]2[C:27](=[CH:28][C:29]([F:33])=[CH:30][CH:31]=2)[N:26]=[C:25]([C:34]2[CH:39]=[CH:38][CH:37]=[CH:36][N:35]=2)[C:24]=1[CH3:40].C1(P(C2CCCCC2)C2C=CC=CC=2C2C(C(C)C)=CC(C(C)C)=CC=2C(C)C)CCCCC1.CC(C)([O-])C.[Na+]. Product: [F:33][C:29]1[CH:28]=[C:27]2[C:32]([C:23]([NH:1][C:2]3[CH:7]=[C:6]([N:8]4[CH2:13][CH2:12][O:11][CH2:10][CH2:9]4)[N:5]=[CH:4][C:3]=3[C:14]3[CH:15]=[C:16]([CH:19]=[CH:20][CH:21]=3)[C:17]#[N:18])=[C:24]([CH3:40])[C:25]([C:34]3[CH:39]=[CH:38][CH:37]=[CH:36][N:35]=3)=[N:26]2)=[CH:31][CH:30]=1. The catalyst class is: 491. (3) Reactant: [NH2:1][CH2:2][CH2:3][NH:4][C:5]([C:7]1[C:8]([C:18]([F:21])([F:20])[F:19])=[N:9][N:10]([C:12]2[CH:17]=[CH:16][CH:15]=[CH:14][CH:13]=2)[CH:11]=1)=[O:6].C(N(CC)CC)C.Cl[C:30]([O:32][C:33]1[CH:38]=[CH:37][CH:36]=[CH:35][CH:34]=1)=[O:31]. Product: [C:12]1([N:10]2[CH:11]=[C:7]([C:5]([NH:4][CH2:3][CH2:2][NH:1][C:30](=[O:31])[O:32][C:33]3[CH:38]=[CH:37][CH:36]=[CH:35][CH:34]=3)=[O:6])[C:8]([C:18]([F:20])([F:21])[F:19])=[N:9]2)[CH:17]=[CH:16][CH:15]=[CH:14][CH:13]=1. The catalyst class is: 2. (4) Reactant: [F:1][C:2]([F:24])([F:23])[C:3]1[CH:4]=[C:5]([CH:16]=[C:17]([C:19]([F:22])([F:21])[F:20])[CH:18]=1)[CH2:6][NH:7][C:8]1[N:9]=[N:10][N:11]([CH2:13][CH2:14][OH:15])[N:12]=1.[O:25]1[CH:30]=[CH:29][CH2:28][CH2:27][CH2:26]1.C1(C)C=CC(S([O-])(=O)=O)=CC=1.[NH+]1C=CC=CC=1. Product: [F:20][C:19]([F:21])([F:22])[C:17]1[CH:16]=[C:5]([CH:4]=[C:3]([C:2]([F:1])([F:23])[F:24])[CH:18]=1)[CH2:6][NH:7][C:8]1[N:9]=[N:10][N:11]([CH2:13][CH2:14][O:15][CH:26]2[CH2:27][CH2:28][CH2:29][CH2:30][O:25]2)[N:12]=1. The catalyst class is: 2. (5) Reactant: CC(C)([O-])C.[K+].[CH3:7][C:8](=[N:10][OH:11])[CH3:9].F[C:13]1[CH:18]=[C:17]([O:19][CH3:20])[CH:16]=[CH:15][C:14]=1[C:21]([C:23]1[CH:28]=[C:27]([CH2:29][CH2:30][CH3:31])[C:26]([O:32][CH3:33])=[CH:25][C:24]=1[CH2:34][CH2:35][CH3:36])=[O:22]. Product: [CH3:20][O:19][C:17]1[CH:18]=[CH:13][C:14]([C:21](=[O:22])[C:23]2[CH:28]=[C:27]([CH2:29][CH2:30][CH3:31])[C:26]([O:32][CH3:33])=[CH:25][C:24]=2[CH2:34][CH2:35][CH3:36])=[C:15]([O:11][N:10]=[C:8]([CH3:9])[CH3:7])[CH:16]=1. The catalyst class is: 1. (6) Reactant: [Br:1][C:2]1[CH:3]=[N:4][C:5]2[C:10]([CH:11]=1)=[CH:9][C:8]([C:12]1[CH2:16][C:15]([CH:21]=[CH2:22])([C:17]([O:19]C)=[O:18])[O:14][N:13]=1)=[CH:7][CH:6]=2.O.[OH-].[Li+]. Product: [Br:1][C:2]1[CH:3]=[N:4][C:5]2[C:10]([CH:11]=1)=[CH:9][C:8]([C:12]1[CH2:16][C:15]([CH:21]=[CH2:22])([C:17]([OH:19])=[O:18])[O:14][N:13]=1)=[CH:7][CH:6]=2. The catalyst class is: 5. (7) Reactant: C([O:3][C:4](=[O:40])[CH2:5][CH2:6][N:7]([CH:37]([CH3:39])[CH3:38])[CH2:8][C:9](=[O:36])[N:10]1[C:18]2[C:13](=[CH:14][C:15]([O:19][CH2:20][C:21]3[S:22][C:23]([C:32]([F:35])([F:34])[F:33])=[C:24]([C:26]4[CH:31]=[CH:30][CH:29]=[CH:28][CH:27]=4)[CH:25]=3)=[CH:16][CH:17]=2)[CH2:12][CH2:11]1)C.O.Cl.CO.C(Cl)(Cl)Cl. Product: [CH:37]([N:7]([CH2:6][CH2:5][C:4]([OH:40])=[O:3])[CH2:8][C:9](=[O:36])[N:10]1[C:18]2[C:13](=[CH:14][C:15]([O:19][CH2:20][C:21]3[S:22][C:23]([C:32]([F:33])([F:35])[F:34])=[C:24]([C:26]4[CH:27]=[CH:28][CH:29]=[CH:30][CH:31]=4)[CH:25]=3)=[CH:16][CH:17]=2)[CH2:12][CH2:11]1)([CH3:39])[CH3:38]. The catalyst class is: 702. (8) Reactant: C([NH:8][CH2:9][CH2:10][CH2:11][N:12]1[CH2:18][CH2:17][CH2:16][O:15][CH:14]([CH2:19][C:20]2[CH:25]=[CH:24][C:23]([F:26])=[CH:22][CH:21]=2)[CH2:13]1)C1C=CC=CC=1. Product: [F:26][C:23]1[CH:22]=[CH:21][C:20]([CH2:19][CH:14]2[CH2:13][N:12]([CH2:11][CH2:10][CH2:9][NH2:8])[CH2:18][CH2:17][CH2:16][O:15]2)=[CH:25][CH:24]=1. The catalyst class is: 29. (9) Reactant: [CH3:1][C:2]1[CH:11]=[N:10][C:9]2[C:4](=[CH:5][CH:6]=[CH:7][CH:8]=2)[N:3]=1. Product: [CH3:1][C@H:2]1[CH2:11][NH:10][C:9]2[C:4](=[CH:5][CH:6]=[CH:7][CH:8]=2)[NH:3]1. The catalyst class is: 11.